This data is from Full USPTO retrosynthesis dataset with 1.9M reactions from patents (1976-2016). The task is: Predict the reactants needed to synthesize the given product. (1) Given the product [CH3:25][O:24][C:19]1[C:18]([C:29]2[CH:30]=[CH:31][C:32]([N+:34]([O-:36])=[O:35])=[CH:33][C:28]=2[O:27][CH3:26])=[CH:23][N:22]=[CH:21][N:20]=1, predict the reactants needed to synthesize it. The reactants are: CC1C=CN=CC=1C1C=CC=C2C=1C=NN2.I[C:18]1[C:19]([O:24][CH3:25])=[N:20][CH:21]=[N:22][CH:23]=1.[CH3:26][O:27][C:28]1[CH:33]=[C:32]([N+:34]([O-:36])=[O:35])[CH:31]=[CH:30][C:29]=1B1OC(C)(C)C(C)(C)O1.CC1(C)C(C)(C)OB(C2C=CC([N+]([O-])=O)=CC=2C)O1. (2) The reactants are: [CH3:1][O:2][C:3]1[CH:4]=[C:5]([CH:21]=[CH:22][C:23]=1[O:24][CH3:25])[CH2:6][C@H:7]1[C:16]2[C:11](=[CH:12][C:13]([O:19][CH3:20])=[C:14]([O:17][CH3:18])[CH:15]=2)[CH2:10][CH2:9][NH:8]1.Br[CH2:27][C:28](Br)=[O:29].[CH2:31]([NH2:38])[C:32]1[CH:37]=[CH:36][CH:35]=[CH:34][CH:33]=1. Given the product [CH3:1][O:2][C:3]1[CH:4]=[C:5]([CH:21]=[CH:22][C:23]=1[O:24][CH3:25])[CH2:6][C@H:7]1[C:16]2[C:11](=[CH:12][C:13]([O:19][CH3:20])=[C:14]([O:17][CH3:18])[CH:15]=2)[CH2:10][CH2:9][N:8]1[CH2:27][C:28]([NH:38][CH2:31][C:32]1[CH:37]=[CH:36][CH:35]=[CH:34][CH:33]=1)=[O:29], predict the reactants needed to synthesize it. (3) Given the product [Cl-:1].[Na+:22].[Cl:1][C:2]1[CH:3]=[CH:4][C:5]([C:8]2[CH:9]=[C:10]([CH:15]=[C:16]([C:18]([CH3:20])=[CH2:19])[CH:17]=2)[C:11]([OH:13])=[O:12])=[N:6][CH:7]=1, predict the reactants needed to synthesize it. The reactants are: [Cl:1][C:2]1[CH:3]=[CH:4][C:5]([C:8]2[CH:9]=[C:10]([CH:15]=[C:16]([C:18]([CH3:20])=[CH2:19])[CH:17]=2)[C:11]([O:13]C)=[O:12])=[N:6][CH:7]=1.[OH-].[Na+:22].Cl. (4) Given the product [NH2:1][C:2]1[O:3][C@H:4]2[C@@H:6]([C@:7]([C:12]3[CH:13]=[C:14]([NH:19][C:20](=[O:31])[C:21]4[C:26]([CH2:27][OH:28])=[CH:25][C:24]([Cl:30])=[CH:23][N:22]=4)[CH:15]=[CH:16][C:17]=3[F:18])([CH:9]([F:11])[F:10])[N:8]=1)[CH2:5]2, predict the reactants needed to synthesize it. The reactants are: [NH2:1][C:2]1[O:3][C@H:4]2[C@@H:6]([C@:7]([C:12]3[CH:13]=[C:14]([NH:19][C:20](=[O:31])[C:21]4[C:26]([CH2:27][O:28]C)=[CH:25][C:24]([Cl:30])=[CH:23][N:22]=4)[CH:15]=[CH:16][C:17]=3[F:18])([CH:9]([F:11])[F:10])[N:8]=1)[CH2:5]2.B(Br)(Br)Br. (5) The reactants are: Cl[C:2]1[CH:7]=[C:6]([O:8][CH2:9][C:10]#[CH:11])[N:5]=[CH:4][N:3]=1.C(=O)([O-])[O-].[K+].[K+].[Cl:18][C:19]1[CH:20]=[C:21]([OH:26])[CH:22]=[CH:23][C:24]=1[Cl:25].[Cl-].[NH4+]. Given the product [Cl:18][C:19]1[CH:20]=[C:21]([CH:22]=[CH:23][C:24]=1[Cl:25])[O:26][C:2]1[CH:7]=[C:6]([O:8][CH2:9][C:10]#[CH:11])[N:5]=[CH:4][N:3]=1, predict the reactants needed to synthesize it. (6) Given the product [CH2:1]([O:8][C:9]1[CH:26]=[CH:25][C:24]2[C@@H:23]3[C@H:14]([C@H:15]4[C@@:19]([CH2:21][CH2:22]3)([CH3:20])[C@@H:18]([OH:27])[C@H:17]([CH2:28][CH2:29][C:30]([O:32][CH3:33])=[O:31])[CH2:16]4)[CH2:13][CH2:12][C:11]=2[CH:10]=1)[C:2]1[CH:7]=[CH:6][CH:5]=[CH:4][CH:3]=1, predict the reactants needed to synthesize it. The reactants are: [CH2:1]([O:8][C:9]1[CH:26]=[CH:25][C:24]2[C@@H:23]3[C@H:14]([C@H:15]4[C@@:19]([CH2:21][CH2:22]3)([CH3:20])[C@@H:18]([OH:27])[C@H:17]([CH2:28][CH2:29][C:30]([OH:32])=[O:31])[CH2:16]4)[CH2:13][CH2:12][C:11]=2[CH:10]=1)[C:2]1[CH:7]=[CH:6][CH:5]=[CH:4][CH:3]=1.[CH3:33]O. (7) Given the product [Br:11][C:10]1[C:3]2[C:2]([Cl:1])=[N:7][CH:6]=[N:5][C:4]=2[NH:8][CH:9]=1, predict the reactants needed to synthesize it. The reactants are: [Cl:1][C:2]1[N:7]=[CH:6][NH:5][C:4]2=[N:8][CH:9]=[CH:10][C:3]=12.[Br:11]N1C(=O)CCC1=O.C(OCC)(=O)C.II. (8) Given the product [CH3:14][S:12]([C:3]1[CH:4]=[C:5]([C:24]2[S:25][C:21]([CH2:15][CH2:16][CH2:17][CH2:18][CH2:19][CH3:20])=[CH:22][CH:23]=2)[C:6]([S:8]([CH3:10])=[O:9])=[CH:7][C:2]=1[C:24]1[S:25][C:21]([CH2:15][CH2:16][CH2:17][CH2:18][CH2:19][CH3:20])=[CH:22][CH:23]=1)=[O:13], predict the reactants needed to synthesize it. The reactants are: Br[C:2]1[CH:7]=[C:6]([S:8]([CH3:10])=[O:9])[C:5](Br)=[CH:4][C:3]=1[S:12]([CH3:14])=[O:13].[CH2:15]([C:21]1[S:25][C:24]([Sn](C)(C)C)=[CH:23][CH:22]=1)[CH2:16][CH2:17][CH2:18][CH2:19][CH3:20].